This data is from Catalyst prediction with 721,799 reactions and 888 catalyst types from USPTO. The task is: Predict which catalyst facilitates the given reaction. (1) Reactant: [C:1]([O:5][C:6]([NH:8][CH2:9][CH2:10][O:11][NH:12][C:13]([C@@H:15]1[CH2:20][CH2:19][C@@H:18]([NH:21][O:22][CH2:23][C:24]2[CH:29]=[CH:28][CH:27]=[CH:26][CH:25]=2)[CH2:17][N:16]1C(=O)C(F)(F)F)=[O:14])=[O:7])([CH3:4])([CH3:3])[CH3:2].O.[OH-].[Na+].C(O)(=O)C. Product: [C:1]([O:5][C:6]([NH:8][CH2:9][CH2:10][O:11][NH:12][C:13]([C@@H:15]1[CH2:20][CH2:19][C@@H:18]([NH:21][O:22][CH2:23][C:24]2[CH:25]=[CH:26][CH:27]=[CH:28][CH:29]=2)[CH2:17][NH:16]1)=[O:14])=[O:7])([CH3:4])([CH3:2])[CH3:3]. The catalyst class is: 12. (2) Reactant: Cl[C:2]1[CH:34]=[CH:33][C:5]([CH2:6][C:7]2[N:8]=[C:9]([CH2:29][CH:30]([CH3:32])[CH3:31])[C:10]3[N:15]=[C:14]([C:16]4[CH:26]=[C:25]([CH3:27])[C:19]([O:20][CH2:21][C:22]([OH:24])=[O:23])=[C:18]([CH3:28])[CH:17]=4)[O:13][C:11]=3[N:12]=2)=[CH:4][CH:3]=1. Product: [CH2:6]([C:7]1[N:8]=[C:9]([CH2:29][CH:30]([CH3:32])[CH3:31])[C:10]2[N:15]=[C:14]([C:16]3[CH:26]=[C:25]([CH3:27])[C:19]([O:20][CH2:21][C:22]([OH:24])=[O:23])=[C:18]([CH3:28])[CH:17]=3)[O:13][C:11]=2[N:12]=1)[C:5]1[CH:4]=[CH:3][CH:2]=[CH:34][CH:33]=1. The catalyst class is: 45. (3) Reactant: Br[CH2:2][CH2:3][C:4]1[CH:9]=[CH:8][C:7]([N+:10]([O-:12])=[O:11])=[CH:6][C:5]=1[F:13].[CH3:14][S:15]([O-:17])=[O:16].[Na+]. Product: [F:13][C:5]1[CH:6]=[C:7]([N+:10]([O-:12])=[O:11])[CH:8]=[CH:9][C:4]=1[CH2:3][CH2:2][S:15]([CH3:14])(=[O:17])=[O:16]. The catalyst class is: 32. (4) Reactant: S([O-])([O-])(=O)=O.S([O-])([O-])(=O)=O.[Al+3].S([O-])([O-])(=O)=O.S([O-])([O-])(=O)=[O:18].[Al+3].[F:23][C:24]1[C:29]([B:30](C2C(F)=C(F)C(F)=C(F)C=2F)[C:31]2[C:36]([F:37])=[C:35]([F:38])[C:34]([F:39])=[C:33]([F:40])[C:32]=2[F:41])=[C:28]([F:53])[C:27]([F:54])=[C:26]([F:55])[C:25]=1[F:56]. Product: [F:23][C:24]1[C:29]([B:30]([C:31]2[C:36]([F:37])=[C:35]([F:38])[C:34]([F:39])=[C:33]([F:40])[C:32]=2[F:41])[OH:18])=[C:28]([F:53])[C:27]([F:54])=[C:26]([F:55])[C:25]=1[F:56]. The catalyst class is: 11. (5) Reactant: CC1C=CC(S([O-])(=O)=O)=CC=1.CO[CH:14]([O:17][CH3:18])[O:15][CH3:16].[Br:19][C:20]1[CH:21]=[C:22]2[C:26](=[CH:27][CH:28]=1)[NH:25][C:24](=[O:29])C2=O. Product: [Br:19][C:20]1[CH:28]=[C:27]2[C:26](=[CH:22][CH:21]=1)[NH:25][C:24](=[O:29])[C:14]2([O:15][CH3:16])[O:17][CH3:18]. The catalyst class is: 5. (6) Reactant: [BH4-].[Na+].[N+:3]([C:6]1[CH:11]=[CH:10][C:9]([C:12](=[O:31])[CH2:13][N:14]2[CH2:19][CH2:18][N:17]([CH2:20][CH2:21][C:22]3[CH:27]=[CH:26][C:25]([N+:28]([O-:30])=[O:29])=[CH:24][CH:23]=3)[CH2:16][CH2:15]2)=[CH:8][CH:7]=1)([O-:5])=[O:4].O. Product: [N+:3]([C:6]1[CH:7]=[CH:8][C:9]([CH:12]([OH:31])[CH2:13][N:14]2[CH2:19][CH2:18][N:17]([CH2:20][CH2:21][C:22]3[CH:27]=[CH:26][C:25]([N+:28]([O-:30])=[O:29])=[CH:24][CH:23]=3)[CH2:16][CH2:15]2)=[CH:10][CH:11]=1)([O-:5])=[O:4]. The catalyst class is: 8. (7) Reactant: Cl[C:2]([O:4][CH:5]([CH3:7])[CH3:6])=[O:3].[I:8][C:9]1[CH:14]=[C:13]([CH3:15])[C:12]([C:16]([F:19])([F:18])[F:17])=[CH:11][C:10]=1[NH2:20].N1C=CC=CC=1. Product: [I:8][C:9]1[CH:14]=[C:13]([CH3:15])[C:12]([C:16]([F:18])([F:19])[F:17])=[CH:11][C:10]=1[NH:20][C:2](=[O:3])[O:4][CH:5]([CH3:7])[CH3:6]. The catalyst class is: 4.